This data is from Catalyst prediction with 721,799 reactions and 888 catalyst types from USPTO. The task is: Predict which catalyst facilitates the given reaction. (1) The catalyst class is: 49. Reactant: [F:1][C:2]1[CH:3]=[C:4]([NH2:12])[C:5](=[CH:9][C:10]=1[F:11])[C:6]([OH:8])=O.O.OC1C2N=NNC=2C=CC=1.C(N(C(C)C)CC)(C)C.[F:33][C:34]1[CH:39]=[CH:38][C:37]([CH2:40][CH2:41][NH2:42])=[CH:36][CH:35]=1.CCN=C=NCCCN(C)C.Cl.C(N)(=O)C1C=CC=CC=1. Product: [NH2:12][C:4]1[CH:3]=[C:2]([F:1])[C:10]([F:11])=[CH:9][C:5]=1[C:6]([NH:42][CH2:41][CH2:40][C:37]1[CH:38]=[CH:39][C:34]([F:33])=[CH:35][CH:36]=1)=[O:8]. (2) Reactant: [N+:1]([C:4]1[CH:9]=[CH:8][CH:7]=[CH:6][C:5]=1[CH2:10][C:11](=O)[CH2:12][CH2:13][C:14]([O:16][CH3:17])=[O:15])([O-])=O. Product: [NH:1]1[C:4]2[C:5](=[CH:6][CH:7]=[CH:8][CH:9]=2)[CH:10]=[C:11]1[CH2:12][CH2:13][C:14]([O:16][CH3:17])=[O:15]. The catalyst class is: 409. (3) Reactant: C([O-])(=O)C.[NH4+:5].[CH2:6]([O:8][C:9](=[O:16])[CH2:10][C:11](=O)[CH:12]([CH3:14])[CH3:13])[CH3:7]. Product: [CH2:6]([O:8][C:9](=[O:16])[CH:10]=[C:11]([NH2:5])[CH:12]([CH3:14])[CH3:13])[CH3:7]. The catalyst class is: 5.